This data is from NCI-60 drug combinations with 297,098 pairs across 59 cell lines. The task is: Regression. Given two drug SMILES strings and cell line genomic features, predict the synergy score measuring deviation from expected non-interaction effect. (1) Drug 1: C1CC(C1)(C(=O)O)C(=O)O.[NH2-].[NH2-].[Pt+2]. Drug 2: C1CN(CCN1C(=O)CCBr)C(=O)CCBr. Cell line: SK-OV-3. Synergy scores: CSS=-0.709, Synergy_ZIP=-2.62, Synergy_Bliss=-0.608, Synergy_Loewe=-6.88, Synergy_HSA=-3.70. (2) Drug 1: C1CN1P(=S)(N2CC2)N3CC3. Drug 2: C1CCC(C(C1)N)N.C(=O)(C(=O)[O-])[O-].[Pt+4]. Cell line: OVCAR-8. Synergy scores: CSS=25.2, Synergy_ZIP=-10.2, Synergy_Bliss=-1.14, Synergy_Loewe=-0.677, Synergy_HSA=2.15. (3) Drug 1: CCCCCOC(=O)NC1=NC(=O)N(C=C1F)C2C(C(C(O2)C)O)O. Drug 2: CC(C)NC(=O)C1=CC=C(C=C1)CNNC.Cl. Cell line: KM12. Synergy scores: CSS=-1.42, Synergy_ZIP=0.226, Synergy_Bliss=-1.30, Synergy_Loewe=-2.91, Synergy_HSA=-2.80. (4) Drug 1: C1=C(C(=O)NC(=O)N1)N(CCCl)CCCl. Drug 2: CN(C)C1=NC(=NC(=N1)N(C)C)N(C)C. Cell line: SK-MEL-5. Synergy scores: CSS=12.9, Synergy_ZIP=-4.84, Synergy_Bliss=2.32, Synergy_Loewe=-18.9, Synergy_HSA=-2.06.